From a dataset of Peptide-MHC class I binding affinity with 185,985 pairs from IEDB/IMGT. Regression. Given a peptide amino acid sequence and an MHC pseudo amino acid sequence, predict their binding affinity value. This is MHC class I binding data. (1) The peptide sequence is TVGYMYIMK. The MHC is HLA-A02:03 with pseudo-sequence HLA-A02:03. The binding affinity (normalized) is 0.0847. (2) The peptide sequence is PLSPDTCLL. The MHC is HLA-A02:03 with pseudo-sequence HLA-A02:03. The binding affinity (normalized) is 0.428.